From a dataset of Full USPTO retrosynthesis dataset with 1.9M reactions from patents (1976-2016). Predict the reactants needed to synthesize the given product. (1) The reactants are: [N:1]1[C:13]2[NH:12][C:11]3[C:6](=[CH:7][N:8]=[CH:9][CH:10]=3)[C:5]=2[C:4](O)=[N:3][CH:2]=1.C(N(CC)CC)C.P(Cl)(Cl)([Cl:24])=O. Given the product [Cl:24][C:4]1[C:5]2[C:6]3[C:11](=[CH:10][CH:9]=[N:8][CH:7]=3)[NH:12][C:13]=2[N:1]=[CH:2][N:3]=1, predict the reactants needed to synthesize it. (2) The reactants are: Cl[C:2]1[C:7]([O:8][CH:9]([CH2:12][CH3:13])[CH2:10][CH3:11])=[CH:6][CH:5]=[C:4]([I:14])[N:3]=1.[CH3:15][NH2:16]. Given the product [CH2:10]([CH:9]([O:8][C:7]1[C:2]([NH:16][CH3:15])=[N:3][C:4]([I:14])=[CH:5][CH:6]=1)[CH2:12][CH3:13])[CH3:11], predict the reactants needed to synthesize it.